Dataset: Reaction yield outcomes from USPTO patents with 853,638 reactions. Task: Predict the reaction yield, written as a fraction of the theoretical maximum amount of product (1.0 means a 100% yield; for example, 0.34 means a 34% yield). (1) The reactants are C([O:3][C:4](=[O:28])[CH:5]([C:10]1[CH:11]=[C:12]([C:21]2[CH:26]=[CH:25][C:24]([Cl:27])=[CH:23][CH:22]=2)[C:13]([O:16][CH2:17][CH:18]2[CH2:20][CH2:19]2)=[CH:14][CH:15]=1)[CH2:6][CH:7]([CH3:9])[CH3:8])C.O.[OH-].[Li+]. The catalyst is CO.C1COCC1.O. The product is [CH:18]1([CH2:17][O:16][C:13]2[C:12]([C:21]3[CH:26]=[CH:25][C:24]([Cl:27])=[CH:23][CH:22]=3)=[CH:11][C:10]([CH:5]([CH2:6][CH:7]([CH3:9])[CH3:8])[C:4]([OH:28])=[O:3])=[CH:15][CH:14]=2)[CH2:19][CH2:20]1. The yield is 0.270. (2) The reactants are C[O:2][C:3](=[O:19])[CH:4]([C:9]1[C:14]([F:15])=[CH:13][CH:12]=[CH:11][C:10]=1[N+:16]([O-:18])=[O:17])C(OC)=O.Cl. The catalyst is O. The product is [F:15][C:14]1[C:9]([CH2:4][C:3]([OH:19])=[O:2])=[C:10]([N+:16]([O-:18])=[O:17])[CH:11]=[CH:12][CH:13]=1. The yield is 0.540.